Dataset: Full USPTO retrosynthesis dataset with 1.9M reactions from patents (1976-2016). Task: Predict the reactants needed to synthesize the given product. (1) Given the product [CH:1]1([CH:7]([NH:25][C:26]2[CH:27]=[CH:28][C:29]([C:32]([N:34]([CH3:42])[CH2:35][CH2:36][C:37]([OH:39])=[O:38])=[O:33])=[CH:30][CH:31]=2)[C:9]2[C:10]([CH2:22][O:23][CH3:24])=[N:11][N:12]([C:14]3[CH:19]=[CH:18][C:17]([O:20][CH3:21])=[CH:16][CH:15]=3)[CH:13]=2)[CH2:6][CH2:5][CH2:4][CH2:3][CH2:2]1, predict the reactants needed to synthesize it. The reactants are: [CH:1]1([CH:7]([C:9]2[C:10]([CH2:22][O:23][CH3:24])=[N:11][N:12]([C:14]3[CH:19]=[CH:18][C:17]([O:20][CH3:21])=[CH:16][CH:15]=3)[CH:13]=2)O)[CH2:6][CH2:5][CH2:4][CH2:3][CH2:2]1.[NH2:25][C:26]1[CH:31]=[CH:30][C:29]([C:32]([N:34]([CH3:42])[CH2:35][CH2:36][C:37]([O:39]CC)=[O:38])=[O:33])=[CH:28][CH:27]=1. (2) Given the product [C:1]([O:5][C:6]([N:8]1[CH2:9][CH2:10][CH:27]([CH2:37][CH2:36][N:35]2[C:30]3[N:40]4[C:38](=[N:31][CH:32]=[C:33]4[C:34]2=[O:24])[CH:39]=[CH:28][CH:29]=3)[CH2:12][CH2:13]1)=[O:7])([CH3:2])([CH3:3])[CH3:4], predict the reactants needed to synthesize it. The reactants are: [C:1]([O:5][C:6]([N:8]1[CH2:13][CH2:12]C(CCO)[CH2:10][CH2:9]1)=[O:7])([CH3:4])([CH3:3])[CH3:2].CS(Cl)(=O)=O.S([O-])(=O)(=[O:24])C.[CH2:27]1[CH2:37][CH2:36][N:35]2[C:30](=[N:31][CH2:32][CH2:33][CH2:34]2)[CH2:29][CH2:28]1.[CH2:38]([N:40](CC)CC)[CH3:39]. (3) Given the product [CH2:15]([O:14][CH2:13][CH2:12][CH2:11][CH2:10][CH2:9][N:1]1[CH2:6][CH2:5][C:4](=[O:7])[CH2:3][CH2:2]1)[CH2:16][CH3:17], predict the reactants needed to synthesize it. The reactants are: [NH:1]1[CH2:6][CH2:5][C:4](=[O:7])[CH2:3][CH2:2]1.Cl[CH2:9][CH2:10][CH2:11][CH2:12][CH2:13][O:14][CH2:15][CH2:16][CH3:17]. (4) The reactants are: [F:1][C:2]1[CH:11]=[CH:10][CH:9]=[C:8]2[C:3]=1[C:4]([CH2:19][C:20]([O:22][C:23](C)(C)C)=[O:21])=[N:5][C:6]([N:12]1[CH2:17][CH2:16][N:15]([CH3:18])[CH2:14][CH2:13]1)=[N:7]2.Cl. Given the product [F:1][C:2]1[CH:11]=[CH:10][CH:9]=[C:8]2[C:3]=1[C:4]([CH2:19][C:20]([O:22][CH3:23])=[O:21])=[N:5][C:6]([N:12]1[CH2:17][CH2:16][N:15]([CH3:18])[CH2:14][CH2:13]1)=[N:7]2, predict the reactants needed to synthesize it. (5) The reactants are: [Cl:1][C:2]1[CH:3]=[C:4]2[C:9](=[CH:10][CH:11]=1)[C:8]1([CH2:15][CH2:14][CH2:13][CH2:12]1)[C:7](=[O:16])[C:6]([C:17](OCC)=[O:18])=[C:5]2[OH:22].Cl.[C:24]([O:28][C:29](=[O:32])[CH2:30][NH2:31])([CH3:27])([CH3:26])[CH3:25].CCN(C(C)C)C(C)C. Given the product [Cl:1][C:2]1[CH:3]=[C:4]2[C:9](=[CH:10][CH:11]=1)[C:8]1([CH2:12][CH2:13][CH2:14][CH2:15]1)[C:7](=[O:16])[C:6]([C:17]([NH:31][CH2:30][C:29]([O:28][C:24]([CH3:27])([CH3:26])[CH3:25])=[O:32])=[O:18])=[C:5]2[OH:22], predict the reactants needed to synthesize it.